This data is from Full USPTO retrosynthesis dataset with 1.9M reactions from patents (1976-2016). The task is: Predict the reactants needed to synthesize the given product. (1) Given the product [Br:12][C:13]1[CH:14]=[C:15]([NH:16][C:2]2[N:10]=[CH:9][C:8]([F:11])=[CH:7][C:3]=2[C:4]([OH:6])=[O:5])[CH:17]=[C:18]([CH3:20])[CH:19]=1, predict the reactants needed to synthesize it. The reactants are: Cl[C:2]1[N:10]=[CH:9][C:8]([F:11])=[CH:7][C:3]=1[C:4]([OH:6])=[O:5].[Br:12][C:13]1[CH:14]=[C:15]([CH:17]=[C:18]([CH3:20])[CH:19]=1)[NH2:16]. (2) Given the product [CH:38]1([O:1][C:2]2[CH:7]=[CH:6][CH:5]=[CH:4][C:3]=2[C:8]2[CH:13]=[CH:12][N:11]=[CH:10][C:9]=2[N:14]([CH3:31])[C:15](=[O:30])[C:16]2[CH:21]=[C:20]([C:22]([F:24])([F:25])[F:23])[CH:19]=[C:18]([S:26]([CH3:29])(=[O:28])=[O:27])[CH:17]=2)[CH2:41][CH2:40][CH2:39]1, predict the reactants needed to synthesize it. The reactants are: [OH:1][C:2]1[CH:7]=[CH:6][CH:5]=[CH:4][C:3]=1[C:8]1[CH:13]=[CH:12][N:11]=[CH:10][C:9]=1[N:14]([CH3:31])[C:15](=[O:30])[C:16]1[CH:21]=[C:20]([C:22]([F:25])([F:24])[F:23])[CH:19]=[C:18]([S:26]([CH3:29])(=[O:28])=[O:27])[CH:17]=1.C([O-])([O-])=O.[K+].[K+].[CH:38]1(Br)[CH2:41][CH2:40][CH2:39]1.C([O-])(O)=O.[Na+].